This data is from Catalyst prediction with 721,799 reactions and 888 catalyst types from USPTO. The task is: Predict which catalyst facilitates the given reaction. (1) Reactant: [CH3:1][O:2][C:3](=[O:27])[CH2:4][C:5]1[CH:6]=[C:7]([C:13]2[CH:18]=[CH:17][C:16]([C:19]([F:22])([F:21])[F:20])=[CH:15][C:14]=2[CH2:23][NH:24][CH2:25][CH3:26])[C:8]([O:11][CH3:12])=[CH:9][CH:10]=1.C(N(CC)CC)C.[F:42][C:41]([F:44])([F:43])[C:40](O[C:40](=[O:45])[C:41]([F:44])([F:43])[F:42])=[O:45]. Product: [CH3:1][O:2][C:3](=[O:27])[CH2:4][C:5]1[CH:6]=[C:7]([C:13]2[CH:18]=[CH:17][C:16]([C:19]([F:20])([F:22])[F:21])=[CH:15][C:14]=2[CH2:23][N:24]([CH2:25][CH3:26])[C:40](=[O:45])[C:41]([F:42])([F:43])[F:44])[C:8]([O:11][CH3:12])=[CH:9][CH:10]=1. The catalyst class is: 34. (2) The catalyst class is: 90. Product: [Cl:3][C:4]1[CH:28]=[CH:27][CH:26]=[CH:25][C:5]=1[O:6][C:7]1[C:12]([C:13]([OH:15])=[O:14])=[CH:11][N:10]=[C:9]([C:18]2[CH:23]=[CH:22][CH:21]=[C:20]([F:24])[CH:19]=2)[CH:8]=1. Reactant: [OH-].[Li+].[Cl:3][C:4]1[CH:28]=[CH:27][CH:26]=[CH:25][C:5]=1[O:6][C:7]1[C:12]([C:13]([O:15]CC)=[O:14])=[CH:11][N:10]=[C:9]([C:18]2[CH:23]=[CH:22][CH:21]=[C:20]([F:24])[CH:19]=2)[CH:8]=1.Cl. (3) Reactant: [Br:1][C:2]1[N:7]=[CH:6][C:5]([NH:8][C:9]([CH2:11][O:12]C(=O)C)=O)=[C:4]([NH:16][CH:17]([CH3:19])[CH3:18])[CH:3]=1.C(=O)([O-])[O-].[K+].[K+].O.[OH-].[Li+].Cl.C(=O)(O)[O-].[Na+]. Product: [Br:1][C:2]1[N:7]=[CH:6][C:5]2[N:8]=[C:9]([CH2:11][OH:12])[N:16]([CH:17]([CH3:19])[CH3:18])[C:4]=2[CH:3]=1. The catalyst class is: 35.